From a dataset of Forward reaction prediction with 1.9M reactions from USPTO patents (1976-2016). Predict the product of the given reaction. (1) Given the reactants [CH3:1][C:2]1[CH:8]=[CH:7][C:6]([N+:9]([O-:11])=[O:10])=[CH:5][C:3]=1[NH2:4].[Cl:12][C:13]1[N:18]=[C:17](Cl)[CH:16]=[CH:15][N:14]=1.CCN(C(C)C)C(C)C, predict the reaction product. The product is: [Cl:12][C:13]1[N:18]=[C:17]([NH:4][C:3]2[CH:5]=[C:6]([N+:9]([O-:11])=[O:10])[CH:7]=[CH:8][C:2]=2[CH3:1])[CH:16]=[CH:15][N:14]=1. (2) Given the reactants [NH:1]([C:8]1[NH:13][C:12](=O)[C:11]([Cl:15])=[CH:10][N:9]=1)[C:2]1[CH:7]=[CH:6][CH:5]=[CH:4][CH:3]=1.P(Cl)(Cl)([Cl:18])=O, predict the reaction product. The product is: [Cl:18][C:12]1[C:11]([Cl:15])=[CH:10][N:9]=[C:8]([NH:1][C:2]2[CH:7]=[CH:6][CH:5]=[CH:4][CH:3]=2)[N:13]=1.